This data is from Experimentally validated miRNA-target interactions with 360,000+ pairs, plus equal number of negative samples. The task is: Binary Classification. Given a miRNA mature sequence and a target amino acid sequence, predict their likelihood of interaction. The miRNA is hsa-miR-30b-5p with sequence UGUAAACAUCCUACACUCAGCU. The protein sequence of the target gene is MAPWTLWRCCQRVVGWVPVLFITFVVVWSYYAYVVELCVFTIFGNEENGKTVVYLVAFHLFFVMFVWSYWMTIFTSPASPSKEFYLSNSEKERYEKEFSQERQQEILRRAARALPIYTTSASKTIRYCEKCQLIKPDRAHHCSACDSCILKMDHHCPWVNNCVGFSNYKFFLLFLLYSLLYCLFVAATVLEYFIKFWTNELTDTRAKFHVLFLFFVSAMFFISVLSLFSYHCWLVGKNRTTIESFRAPTFSYGPDGNGFSLGCSKNWRQVFGDEKKYWLLPIFSSLGDGCSFPTRLVGMD.... Result: 1 (interaction).